Dataset: Choline transporter screen with 302,306 compounds. Task: Binary Classification. Given a drug SMILES string, predict its activity (active/inactive) in a high-throughput screening assay against a specified biological target. The compound is S(=O)(=O)(N1CCN(CC1)CC(O)COc1ccc(cc1)C(=O)c1ccccc1)N1CCCCC1. The result is 0 (inactive).